Dataset: Full USPTO retrosynthesis dataset with 1.9M reactions from patents (1976-2016). Task: Predict the reactants needed to synthesize the given product. (1) Given the product [N:23]1([C:12]2[N:13]=[C:10]3[C:18]([N:17]=[CH:16][N:9]3[C:4]3[CH:3]=[N:2][CH:7]=[CH:6][CH:5]=3)=[CH:19][N:11]=2)[CH2:22][CH2:21][O:28][CH2:25][CH2:24]1, predict the reactants needed to synthesize it. The reactants are: C[NH:2][C@@H:3]1C[CH2:7][CH2:6][CH2:5][C@H:4]1[NH:9][CH3:10].[N:11]1[CH:19]=[C:18]2C(N=[CH:16][NH:17]2)=[N:13][CH:12]=1.I[C:21]1[CH:22]=[N:23][CH:24]=[CH:25]C=1.C([O-])([O-])=[O:28].[Cs+].[Cs+]. (2) Given the product [C:1]([O:7][C:8]1[C:9]([CH3:18])=[C:10]2[N:15]([CH:16]=1)[N:14]=[CH:13][N:12]=[C:11]2[Cl:21])(=[O:6])[C:2]([CH3:5])([CH3:4])[CH3:3], predict the reactants needed to synthesize it. The reactants are: [C:1]([O:7][C:8]1[C:9]([CH3:18])=[C:10]2[N:15]([CH:16]=1)[N:14]=[CH:13][NH:12][C:11]2=O)(=[O:6])[C:2]([CH3:5])([CH3:4])[CH3:3].P(Cl)(Cl)([Cl:21])=O.CCN(C(C)C)C(C)C.C(#N)C. (3) Given the product [Cl:37][C:34]1[CH:35]=[CH:36][C:31]([CH2:30][CH:22]2[N:19]3[C:20](=[O:21])[CH:15]([NH:14][C:11]([C:3]4[CH:2]=[N:1][C:10]5[C:5]([CH:4]=4)=[CH:6][CH:7]=[CH:8][CH:9]=5)=[O:13])[CH2:16][N:17]([S:38]([C:41]4[CH:46]=[CH:45][C:44]([Cl:47])=[CH:43][C:42]=4[Cl:48])(=[O:40])=[O:39])[CH:18]3[CH2:25][N:24]([CH:26]([CH3:28])[CH3:27])[C:23]2=[O:29])=[CH:32][CH:33]=1, predict the reactants needed to synthesize it. The reactants are: [N:1]1[C:10]2[C:5](=[CH:6][CH:7]=[CH:8][CH:9]=2)[CH:4]=[C:3]([C:11]([OH:13])=O)[CH:2]=1.[NH2:14][CH:15]1[C:20](=[O:21])[N:19]2[CH:22]([CH2:30][C:31]3[CH:36]=[CH:35][C:34]([Cl:37])=[CH:33][CH:32]=3)[C:23](=[O:29])[N:24]([CH:26]([CH3:28])[CH3:27])[CH2:25][CH:18]2[N:17]([S:38]([C:41]2[CH:46]=[CH:45][C:44]([Cl:47])=[CH:43][C:42]=2[Cl:48])(=[O:40])=[O:39])[CH2:16]1. (4) Given the product [CH:25]([OH:24])=[O:37].[CH3:9][N:6]1[CH:5]=[C:4]([C:10]2[CH:15]=[CH:14][N:13]=[C:12]([O:16][CH2:17][CH:18]3[CH2:23][CH2:22][O:21][CH2:20][CH2:19]3)[CH:11]=2)[C:3]2[O:24][C:28]([CH:27]([N:30]3[CH2:35][CH2:34][N:33]([S:36]([CH3:39])(=[O:38])=[O:37])[CH2:32][CH2:31]3)[CH3:26])=[CH:29][C:2]=2[C:7]1=[O:8], predict the reactants needed to synthesize it. The reactants are: I[C:2]1[C:7](=[O:8])[N:6]([CH3:9])[CH:5]=[C:4]([C:10]2[CH:15]=[CH:14][N:13]=[C:12]([O:16][CH2:17][CH:18]3[CH2:23][CH2:22][O:21][CH2:20][CH2:19]3)[CH:11]=2)[C:3]=1[O:24][CH3:25].[CH3:26][CH:27]([N:30]1[CH2:35][CH2:34][N:33]([S:36]([CH3:39])(=[O:38])=[O:37])[CH2:32][CH2:31]1)[C:28]#[CH:29].C(N(CC)CC)C. (5) Given the product [Cl:21][C:18]1[CH:17]=[CH:16][C:15]([C:7]2[S:6][C:5]3[C:3](=[O:4])[N:12]([CH2:14][C:34]4[CH:33]=[CH:32][CH:31]=[C:30]([O:29][CH2:28][C@@H:24]5[CH2:25][CH2:26][CH2:27][N:23]5[CH3:22])[CH:35]=4)[CH:11]=[N:10][C:9]=3[CH:8]=2)=[CH:20][CH:19]=1, predict the reactants needed to synthesize it. The reactants are: CO[C:3]([C:5]1[S:6][C:7]([C:15]2[CH:20]=[CH:19][C:18]([Cl:21])=[CH:17][CH:16]=2)=[CH:8][C:9]=1[N:10]=[CH:11][N:12]([CH3:14])C)=[O:4].[CH3:22][N:23]1[CH2:27][CH2:26][CH2:25][C@H:24]1[CH2:28][O:29][C:30]1[CH:31]=[C:32](CN)[CH:33]=[CH:34][CH:35]=1. (6) The reactants are: [C:1]1([S:7][CH2:8][CH2:9][C:10]([CH2:17][CH2:18][S:19][C:20]2[CH:25]=[CH:24][CH:23]=[CH:22][CH:21]=2)(C(O)=O)[C:11]([OH:13])=[O:12])[CH:6]=[CH:5][CH:4]=[CH:3][CH:2]=1. Given the product [C:20]1([S:19][CH2:18][CH2:17][CH:10]([CH2:9][CH2:8][S:7][C:1]2[CH:6]=[CH:5][CH:4]=[CH:3][CH:2]=2)[C:11]([OH:13])=[O:12])[CH:21]=[CH:22][CH:23]=[CH:24][CH:25]=1, predict the reactants needed to synthesize it. (7) Given the product [CH2:2]([N:4]1[CH2:8][CH2:7][CH2:6][C@H:5]1[C:9]([O:11][CH2:12][C:13]1[CH:18]=[CH:17][CH:16]=[CH:15][CH:14]=1)=[O:10])[CH3:3], predict the reactants needed to synthesize it. The reactants are: I[CH2:2][CH3:3].[NH:4]1[CH2:8][CH2:7][CH2:6][C@H:5]1[C:9]([O:11][CH2:12][C:13]1[CH:18]=[CH:17][CH:16]=[CH:15][CH:14]=1)=[O:10].C(=O)([O-])[O-].[K+].[K+]. (8) Given the product [CH3:22][O:21][C:17]1[CH:16]=[C:15]2[C:20](=[CH:19][CH:18]=1)[C:11]([O:9][C:6]1[CH:7]=[CH:8][C:3]([O:2][CH3:1])=[CH:4][CH:5]=1)=[N:12][C:13]([NH:23][C:24]1[CH:28]=[C:27]([CH3:29])[NH:26][N:25]=1)=[CH:14]2, predict the reactants needed to synthesize it. The reactants are: [CH3:1][O:2][C:3]1[CH:8]=[CH:7][C:6]([OH:9])=[CH:5][CH:4]=1.Cl[C:11]1[C:20]2[C:15](=[CH:16][C:17]([O:21][CH3:22])=[CH:18][CH:19]=2)[CH:14]=[C:13]([NH:23][C:24]2[CH:28]=[C:27]([CH3:29])[NH:26][N:25]=2)[N:12]=1.